From a dataset of Forward reaction prediction with 1.9M reactions from USPTO patents (1976-2016). Predict the product of the given reaction. (1) Given the reactants [OH:1][C:2]1[C:30]([O:31][CH3:32])=[CH:29][C:5]2[N:6]([C:9]3[S:13][C:12]([C:14]([O-:16])=[O:15])=[C:11]([O:17][CH2:18][C:19]4[CH:24]=[CH:23][CH:22]=[CH:21][C:20]=4[C:25]([F:28])([F:27])[F:26])[CH:10]=3)[CH:7]=[N:8][C:4]=2[CH:3]=1.O[CH2:34][CH2:35][CH2:36][N:37]1[CH2:41][CH2:40][CH2:39][C:38]1=[O:42].N(C(OC(C)(C)C)=O)=N[C:45](OC(C)(C)C)=O, predict the reaction product. The product is: [CH3:32][O:31][C:30]1[C:2]([O:1][CH2:34][CH2:35][CH2:36][N:37]2[CH2:41][CH2:40][CH2:39][C:38]2=[O:42])=[CH:3][C:4]2[N:8]=[CH:7][N:6]([C:9]3[S:13][C:12]([C:14]([O:16][CH3:45])=[O:15])=[C:11]([O:17][CH2:18][C:19]4[CH:24]=[CH:23][CH:22]=[CH:21][C:20]=4[C:25]([F:28])([F:27])[F:26])[CH:10]=3)[C:5]=2[CH:29]=1. (2) Given the reactants [Cl:1][C:2]1[C:7]([C:8]([F:11])([F:10])[F:9])=[CH:6][N:5]=[C:4]([NH:12][C:13]2[CH:18]=[CH:17][C:16]([C@H](NC(=O)OC(C)(C)C)C)=[CH:15][CH:14]=2)[N:3]=1.NC1C=CC([CH2:34][OH:35])=CC=1, predict the reaction product. The product is: [Cl:1][C:2]1[C:7]([C:8]([F:11])([F:9])[F:10])=[CH:6][N:5]=[C:4]([NH:12][C:13]2[CH:18]=[CH:17][C:16]([CH2:34][OH:35])=[CH:15][CH:14]=2)[N:3]=1. (3) Given the reactants [Br:1][CH2:2][C:3](Br)=[O:4].[CH2:6]([NH2:18])[CH2:7][CH2:8][CH2:9][CH2:10][CH2:11][CH2:12][CH2:13][CH2:14][CH2:15][CH2:16][CH3:17].C(N(CC)CC)C, predict the reaction product. The product is: [Br:1][CH2:2][C:3]([NH:18][CH2:6][CH2:7][CH2:8][CH2:9][CH2:10][CH2:11][CH2:12][CH2:13][CH2:14][CH2:15][CH2:16][CH3:17])=[O:4]. (4) Given the reactants [CH2:1]([O:8][C@H:9]1[CH2:12][C@H:11]([N:13]2[C:17]3[CH:18]=[C:19]([F:22])[CH:20]=[CH:21][C:16]=3[N:15]=[C:14]2[C@@H:23]([NH2:25])[CH3:24])[CH2:10]1)[C:2]1[CH:7]=[CH:6][CH:5]=[CH:4][CH:3]=1.Cl[C:27]1[N:35]=[CH:34][N:33]=[C:32]2[C:28]=1[N:29]=[CH:30][N:31]2C1CCCCO1.CCN(C(C)C)C(C)C, predict the reaction product. The product is: [CH2:1]([O:8][C@H:9]1[CH2:12][C@H:11]([N:13]2[C:17]3[CH:18]=[C:19]([F:22])[CH:20]=[CH:21][C:16]=3[N:15]=[C:14]2[C@@H:23]([NH:25][C:27]2[N:35]=[CH:34][N:33]=[C:32]3[C:28]=2[N:29]=[CH:30][NH:31]3)[CH3:24])[CH2:10]1)[C:2]1[CH:3]=[CH:4][CH:5]=[CH:6][CH:7]=1. (5) The product is: [F:34][C:33]([F:36])([F:35])[S:30]([O:21][C:18]1[CH:17]=[CH:16][C:15]([C:12]2[C:11]3[CH:22]=[C:7]([C:5]4[O:6][C:2]([CH3:1])=[N:3][N:4]=4)[CH:8]=[CH:9][C:10]=3[O:14][CH:13]=2)=[CH:20][CH:19]=1)(=[O:32])=[O:31]. Given the reactants [CH3:1][C:2]1[O:6][C:5]([C:7]2[CH:8]=[CH:9][C:10]3[O:14][CH:13]=[C:12]([C:15]4[CH:20]=[CH:19][C:18]([OH:21])=[CH:17][CH:16]=4)[C:11]=3[CH:22]=2)=[N:4][N:3]=1.C1C=CC(N([S:30]([C:33]([F:36])([F:35])[F:34])(=[O:32])=[O:31])[S:30]([C:33]([F:36])([F:35])[F:34])(=[O:32])=[O:31])=CC=1.[H-].[Na+], predict the reaction product.